This data is from Full USPTO retrosynthesis dataset with 1.9M reactions from patents (1976-2016). The task is: Predict the reactants needed to synthesize the given product. (1) Given the product [NH2:29][C:11]1[C:12]([F:28])=[C:13]([NH:18][CH2:19][CH2:20][NH:21][C:22]2[CH:27]=[CH:26][CH:25]=[CH:24][N:23]=2)[C:14]([O:16][CH3:17])=[C:15]2[C:10]=1[C:9](=[O:36])[C:8]([C:37]#[N:38])=[CH:7][N:6]2[CH:3]1[CH2:4][CH2:5]1, predict the reactants needed to synthesize it. The reactants are: [OH-].[Na+].[CH:3]1([N:6]2[C:15]3[C:10](=[C:11]([NH:29]C(=O)C(F)(F)F)[C:12]([F:28])=[C:13]([NH:18][CH2:19][CH2:20][NH:21][C:22]4[CH:27]=[CH:26][CH:25]=[CH:24][N:23]=4)[C:14]=3[O:16][CH3:17])[C:9](=[O:36])[C:8]([C:37]#[N:38])=[CH:7]2)[CH2:5][CH2:4]1.O. (2) Given the product [Br:1][C:2]1[CH:7]=[C:6]([F:8])[CH:5]=[CH:4][C:3]=1[CH2:9][CH2:10][OH:11], predict the reactants needed to synthesize it. The reactants are: [Br:1][C:2]1[CH:7]=[C:6]([F:8])[CH:5]=[CH:4][C:3]=1[CH2:9][C:10](O)=[O:11]. (3) Given the product [C:4]([O:3][C:1](=[O:2])[N:8]([CH:9]1[CH2:14][CH2:13][CH:12]([NH:15][CH2:16][C:17]2[CH:18]=[C:19]([C:30]3[CH:35]=[CH:34][C:33]([N:36]([C:37](=[O:39])[CH3:38])[CH3:40])=[CH:32][CH:31]=3)[CH:20]=[CH:21][C:22]=2[O:23][CH3:24])[CH2:11][CH2:10]1)[CH3:28])([CH3:7])([CH3:6])[CH3:5], predict the reactants needed to synthesize it. The reactants are: [C:1]([N:8]([CH3:28])[CH:9]1[CH2:14][CH2:13][CH:12]([NH:15][CH2:16][C:17]2[CH:18]=[C:19](B(O)O)[CH:20]=[CH:21][C:22]=2[O:23][CH3:24])[CH2:11][CH2:10]1)([O:3][C:4]([CH3:7])([CH3:6])[CH3:5])=[O:2].Br[C:30]1[CH:35]=[CH:34][C:33]([N:36]([CH3:40])[C:37](=[O:39])[CH3:38])=[CH:32][CH:31]=1. (4) The reactants are: [C:1]([O:5][C:6](=[O:22])[CH2:7][C@@H:8]([CH2:20]O)[NH:9][C:10]([O:12][CH2:13][C:14]1[CH:19]=[CH:18][CH:17]=[CH:16][CH:15]=1)=[O:11])([CH3:4])([CH3:3])[CH3:2].C1(P(C2C=CC=CC=2)C2C=CC=CC=2)C=CC=CC=1.N1C=CN=C1.[I:47]I. Given the product [C:1]([O:5][C:6](=[O:22])[CH2:7][C@@H:8]([CH2:20][I:47])[NH:9][C:10]([O:12][CH2:13][C:14]1[CH:19]=[CH:18][CH:17]=[CH:16][CH:15]=1)=[O:11])([CH3:4])([CH3:3])[CH3:2], predict the reactants needed to synthesize it.